This data is from HIV replication inhibition screening data with 41,000+ compounds from the AIDS Antiviral Screen. The task is: Binary Classification. Given a drug SMILES string, predict its activity (active/inactive) in a high-throughput screening assay against a specified biological target. (1) The molecule is Cc1nnc(Nc2ccccc2)o1. The result is 0 (inactive). (2) The molecule is Cc1ccc2cc(NC(=O)CN)c3ccc(C)[n+]4c3c2[n+]1[Cu-3]41[n+]2c(C)ccc3cc(NC(=O)CN)c4ccc(C)[n+]1c4c32.O=C1OC(C(O)C[O-])C(O)=C1O. The result is 0 (inactive). (3) The compound is NC(Cc1c[nH]c2ccccc12)P(=O)(O)O. The result is 0 (inactive). (4) The drug is O=C(O)C1CSC(C(O)CO)N1. The result is 0 (inactive). (5) The compound is CS(=O)(=O)N1CC(CCl)c2ccc(S)cc21. The result is 0 (inactive). (6) The compound is CCOC(=O)C1(CC=CCBr)CCCC1=O. The result is 0 (inactive). (7) The molecule is Cc1cc2c(cc1C)NC1=C(O)C(c3ccccc3C)OC1=N2. The result is 0 (inactive).